Dataset: Reaction yield outcomes from USPTO patents with 853,638 reactions. Task: Predict the reaction yield, written as a fraction of the theoretical maximum amount of product (1.0 means a 100% yield; for example, 0.34 means a 34% yield). (1) The reactants are [NH:1]([C:9]([O:11][C:12]([CH3:15])([CH3:14])[CH3:13])=[O:10])[C@H:2]([C:6]([OH:8])=O)[CH:3]([CH3:5])[CH3:4].C1C=CC2N(O)N=NC=2C=1.C(Cl)CCl.[NH2:30][C@H:31]([C:39]([OH:41])=[O:40])[CH2:32][CH2:33][CH2:34][NH:35][C:36]([NH2:38])=[O:37].[CH:42]1[C:47]([C:48]([OH:50])=[O:49])=[CH:46][CH:45]=[C:44]([NH2:51])[CH:43]=1. The catalyst is C(Cl)Cl.CN(C=O)C. The product is [NH:1]([C:9]([O:11][C:12]([CH3:15])([CH3:14])[CH3:13])=[O:10])[C@H:2]([C:6]([NH:30][C@H:31]([C:39]([OH:41])=[O:40])[CH2:32][CH2:33][CH2:34][NH:35][C:36]([NH2:38])=[O:37])=[O:8])[CH:3]([CH3:4])[CH3:5].[CH:42]1[C:47]([C:48]([OH:50])=[O:49])=[CH:46][CH:45]=[C:44]([NH2:51])[CH:43]=1. The yield is 0.410. (2) The reactants are Br[C:2]1[CH:3]=[CH:4][C:5]2[O:9][CH2:8][C:7]([CH3:11])([CH3:10])[C:6]=2[CH:12]=1.C([Li])CCC.CCCCCC.O. The catalyst is O1CCCC1. The product is [CH3:10][C:7]1([CH3:11])[C:6]2[CH:12]=[CH:2][CH:3]=[CH:4][C:5]=2[O:9][CH2:8]1. The yield is 0.990. (3) The reactants are [O:1]1[C:5]2[CH:6]=[CH:7][CH:8]=[CH:9][C:4]=2[CH:3]=[C:2]1[C:10](=O)[C:11]([O:13]CC)=O.[C:17]1([NH2:24])[CH:22]=[CH:21][CH:20]=[CH:19][C:18]=1[NH2:23]. The catalyst is CCO. The product is [O:1]1[C:5]2[CH:6]=[CH:7][CH:8]=[CH:9][C:4]=2[CH:3]=[C:2]1[C:10]1[C:11]([OH:13])=[N:23][C:18]2[C:17]([N:24]=1)=[CH:22][CH:21]=[CH:20][CH:19]=2. The yield is 0.940.